From a dataset of Catalyst prediction with 721,799 reactions and 888 catalyst types from USPTO. Predict which catalyst facilitates the given reaction. (1) Reactant: Br.[CH3:2][C:3]1([CH3:26])[CH2:12][CH2:11][C:10]([CH3:14])([CH3:13])[C:9]2[CH:8]=[C:7]([C:15]3[N:16]=[C:17]([CH:20]4[CH2:25][CH2:24][CH2:23][NH:22][CH2:21]4)[S:18][CH:19]=3)[CH:6]=[CH:5][C:4]1=2.C([O:30][CH2:31][CH2:32][CH2:33][CH2:34][CH2:35]Cl)(=O)C.[OH-].[Na+]. Product: [CH3:2][C:3]1([CH3:26])[CH2:12][CH2:11][C:10]([CH3:13])([CH3:14])[C:9]2[CH:8]=[C:7]([C:15]3[N:16]=[C:17]([CH:20]4[CH2:25][CH2:24][CH2:23][N:22]([CH2:35][CH2:34][CH2:33][CH2:32][CH2:31][OH:30])[CH2:21]4)[S:18][CH:19]=3)[CH:6]=[CH:5][C:4]1=2. The catalyst class is: 5. (2) Reactant: [NH2:1][C:2]1[CH:7]=[C:6]([CH3:8])[C:5]([C:9](=[O:11])[CH3:10])=[C:4]([CH3:12])[CH:3]=1.[O-]P([O-])([O-])=O.[K+].[K+].[K+].I[C:22]1[CH:27]=[CH:26][CH:25]=[CH:24][CH:23]=1. Product: [CH3:12][C:4]1[CH:3]=[C:2]([NH:1][C:22]2[CH:27]=[CH:26][CH:25]=[CH:24][CH:23]=2)[CH:7]=[C:6]([CH3:8])[C:5]=1[C:9](=[O:11])[CH3:10]. The catalyst class is: 122. (3) Reactant: Cl[CH2:2][C:3]([NH:5][C:6]1[CH:25]=[CH:24][C:9]2[N:10]=[C:11]([NH:14][C@H:15]3[C:23]4[C:18](=[CH:19][CH:20]=[CH:21][CH:22]=4)[CH2:17][CH2:16]3)[O:12][CH2:13][C:8]=2[CH:7]=1)=[O:4].Cl.[CH3:27][O:28][CH2:29][CH:30]1[CH2:35][NH:34][CH2:33][CH:32]([CH2:36][O:37][CH3:38])[N:31]1[CH3:39].C(N(C(C)C)CC)(C)C. Product: [CH3:38][O:37][CH2:36][CH:32]1[N:31]([CH3:39])[CH:30]([CH2:29][O:28][CH3:27])[CH2:35][N:34]([CH2:2][C:3]([NH:5][C:6]2[CH:25]=[CH:24][C:9]3[N:10]=[C:11]([NH:14][C@H:15]4[C:23]5[C:18](=[CH:19][CH:20]=[CH:21][CH:22]=5)[CH2:17][CH2:16]4)[O:12][CH2:13][C:8]=3[CH:7]=2)=[O:4])[CH2:33]1. The catalyst class is: 10. (4) Reactant: [CH3:1][NH:2][CH2:3][CH2:4][CH2:5][NH:6][C:7](=[O:24])[C@H:8]([CH2:20][CH:21]([CH3:23])[CH3:22])[NH:9][C:10]([O:12][CH2:13][C:14]1[CH:19]=[CH:18][CH:17]=[CH:16][CH:15]=1)=[O:11].[Cl:25][C:26]1[CH:31]=[C:30]([F:32])[CH:29]=[CH:28][C:27]=1[S:33](Cl)(=[O:35])=[O:34].C(N(CC)CC)C. Product: [Cl:25][C:26]1[CH:31]=[C:30]([F:32])[CH:29]=[CH:28][C:27]=1[S:33]([N:2]([CH3:1])[CH2:3][CH2:4][CH2:5][NH:6][C:7](=[O:24])[C@H:8]([CH2:20][CH:21]([CH3:22])[CH3:23])[NH:9][C:10]([O:12][CH2:13][C:14]1[CH:15]=[CH:16][CH:17]=[CH:18][CH:19]=1)=[O:11])(=[O:35])=[O:34]. The catalyst class is: 4. (5) Reactant: [N:1]1[N:2]([C:6]2[CH:14]=[CH:13][CH:12]=[CH:11][C:7]=2[C:8]([OH:10])=O)[N:3]=[CH:4][CH:5]=1.ON1C2N=CC=CC=2N=N1.C(Cl)CCl.Cl.[CH3:30][C@H:31]1[NH:36][CH2:35][C@H:34]([O:37][C:38]2[CH:43]=[C:42]([C:44]#[N:45])[CH:41]=[CH:40][N:39]=2)[CH2:33][CH2:32]1.CCN(C(C)C)C(C)C.C([O-])(O)=O.[Na+]. Product: [CH3:30][C@H:31]1[N:36]([C:8]([C:7]2[CH:11]=[CH:12][CH:13]=[CH:14][C:6]=2[N:2]2[N:1]=[CH:5][CH:4]=[N:3]2)=[O:10])[CH2:35][C@H:34]([O:37][C:38]2[CH:43]=[C:42]([C:44]#[N:45])[CH:41]=[CH:40][N:39]=2)[CH2:33][CH2:32]1. The catalyst class is: 18. (6) The catalyst class is: 16. Reactant: [OH-:1].[Na+].OO.[CH2:5]([NH:7][C:8]1[CH:15]=[C:14]([C:16]2[N:17]=[CH:18][CH:19]=[C:20]3[C:25]=2[N:24]=[CH:23][CH:22]=[C:21]3[N:26]2[CH:30]=[C:29]([C:31]3[CH:32]=[N:33][N:34]([CH3:36])[CH:35]=3)[N:28]=[CH:27]2)[CH:13]=[CH:12][C:9]=1[C:10]#[N:11])[CH3:6].O. Product: [CH2:5]([NH:7][C:8]1[CH:15]=[C:14]([C:16]2[N:17]=[CH:18][CH:19]=[C:20]3[C:25]=2[N:24]=[CH:23][CH:22]=[C:21]3[N:26]2[CH:30]=[C:29]([C:31]3[CH:32]=[N:33][N:34]([CH3:36])[CH:35]=3)[N:28]=[CH:27]2)[CH:13]=[CH:12][C:9]=1[C:10]([NH2:11])=[O:1])[CH3:6].